Predict which catalyst facilitates the given reaction. From a dataset of Catalyst prediction with 721,799 reactions and 888 catalyst types from USPTO. (1) Reactant: [NH2:1][C:2]1[N:7]=[C:6]([C:8]2[N:9](C(OC(C)(C)C)=O)[C:10]3[C:15]([CH:16]=2)=[C:14]([F:17])[CH:13]=[CH:12][CH:11]=3)[CH:5]=[C:4]([Cl:25])[CH:3]=1.C(O)(C(F)(F)F)=O.C([O-])([O-])=O.[K+].[K+]. Product: [Cl:25][C:4]1[CH:5]=[C:6]([C:8]2[NH:9][C:10]3[C:15]([CH:16]=2)=[C:14]([F:17])[CH:13]=[CH:12][CH:11]=3)[N:7]=[C:2]([NH2:1])[CH:3]=1. The catalyst class is: 2. (2) Reactant: C(OC([NH:8][C:9]1[S:10][C:11]([C:18]2[CH:23]=[CH:22][C:21]([F:24])=[CH:20][C:19]=2[F:25])=[CH:12][C:13]=1[C:14]([O:16][CH3:17])=[O:15])=O)(C)(C)C.Cl. Product: [NH2:8][C:9]1[S:10][C:11]([C:18]2[CH:23]=[CH:22][C:21]([F:24])=[CH:20][C:19]=2[F:25])=[CH:12][C:13]=1[C:14]([O:16][CH3:17])=[O:15]. The catalyst class is: 12. (3) Reactant: Cl[C:2]1[C:7]([C:8]#[N:9])=[C:6]([CH2:10][CH2:11][CH3:12])[CH:5]=[C:4](Cl)[N:3]=1.CCN(CC)CC. Product: [CH2:10]([C:6]1[CH:5]=[CH:4][N:3]=[CH:2][C:7]=1[C:8]#[N:9])[CH2:11][CH3:12]. The catalyst class is: 256. (4) Reactant: [CH2:1]([O:8][CH2:9][N:10]1[C:14]2[CH:15]=[N:16][NH:17][C:18](=[O:19])[C:13]=2[CH:12]=[C:11]1[Br:20])[C:2]1[CH:7]=[CH:6][CH:5]=[CH:4][CH:3]=1.C(N(CC)C(C)C)(C)C.[CH3:30][Si:31]([CH3:38])([CH3:37])[CH2:32][CH2:33][O:34][CH2:35]Cl. Product: [CH2:1]([O:8][CH2:9][N:10]1[C:14]2[CH:15]=[N:16][N:17]([CH2:35][O:34][CH2:33][CH2:32][Si:31]([CH3:38])([CH3:37])[CH3:30])[C:18](=[O:19])[C:13]=2[CH:12]=[C:11]1[Br:20])[C:2]1[CH:3]=[CH:4][CH:5]=[CH:6][CH:7]=1. The catalyst class is: 4. (5) Reactant: [NH3:1].Br[CH2:3][C:4]1[CH:28]=[CH:27][C:7]([C:8]([N:10]([C:23]([CH3:26])([CH3:25])[CH3:24])[NH:11][C:12](=[O:22])[C:13]2[CH:18]=[CH:17][CH:16]=[C:15]([O:19][CH3:20])[C:14]=2[CH3:21])=[O:9])=[CH:6][C:5]=1[B:29]1OC(C)(C)C(C)(C)[O:30]1.Cl. Product: [C:23]([N:10]([C:8]([C:7]1[CH:27]=[CH:28][C:4]2[CH2:3][NH:1][B:29]([OH:30])[C:5]=2[CH:6]=1)=[O:9])[NH:11][C:12](=[O:22])[C:13]1[CH:18]=[CH:17][CH:16]=[C:15]([O:19][CH3:20])[C:14]=1[CH3:21])([CH3:26])([CH3:24])[CH3:25]. The catalyst class is: 12. (6) Reactant: [C:1](#N)[C:2]1[C:3](=[CH:5][CH:6]=[CH:7][CH:8]=1)[NH2:4].[Li][CH2:11][CH2:12][CH2:13][CH3:14].[OH2:15]. Product: [NH2:4][C:3]1[CH:5]=[CH:6][CH:7]=[CH:8][C:2]=1[C:1](=[O:15])[CH2:11][CH2:12][CH2:13][CH3:14]. The catalyst class is: 1. (7) Reactant: C(OC(=O)[NH:7][C@H:8]([C:17]1[CH:22]=[CH:21][CH:20]=[CH:19][CH:18]=1)[CH2:9][NH:10][CH:11]1[CH2:16][CH2:15][O:14][CH2:13][CH2:12]1)(C)(C)C.[C:24]([OH:30])([C:26]([F:29])([F:28])[F:27])=[O:25]. Product: [OH:30][C:24]([C:26]([F:29])([F:28])[F:27])=[O:25].[C:17]1([C@@H:8]([NH2:7])[CH2:9][NH:10][CH:11]2[CH2:16][CH2:15][O:14][CH2:13][CH2:12]2)[CH:22]=[CH:21][CH:20]=[CH:19][CH:18]=1. The catalyst class is: 2. (8) Reactant: [S:1]1[C:5]2[CH:6]=[CH:7][CH:8]=[CH:9][C:4]=2[N:3]=[C:2]1[NH:10][C:11]([O:13][CH2:14][C@@H:15]([N:33]([CH3:46])[C:34]([NH:36][CH2:37][C:38]1[CH:43]=[CH:42][CH:41]=[C:40]([F:44])[C:39]=1[Cl:45])=[O:35])[CH2:16][CH2:17][C:18]([N:20]1[CH2:25][CH2:24][N:23](C(OC(C)(C)C)=O)[CH2:22][CH2:21]1)=[O:19])=[O:12].C(O)(C(F)(F)F)=O. Product: [S:1]1[C:5]2[CH:6]=[CH:7][CH:8]=[CH:9][C:4]=2[N:3]=[C:2]1[NH:10][C:11](=[O:12])[O:13][CH2:14][C@@H:15]([N:33]([CH3:46])[C:34]([NH:36][CH2:37][C:38]1[CH:43]=[CH:42][CH:41]=[C:40]([F:44])[C:39]=1[Cl:45])=[O:35])[CH2:16][CH2:17][C:18](=[O:19])[N:20]1[CH2:25][CH2:24][NH:23][CH2:22][CH2:21]1. The catalyst class is: 2. (9) Reactant: [N:1]1[CH:6]=[CH:5][CH:4]=[CH:3][C:2]=1[N:7]([CH2:31][CH2:32][C:33]([O:35][CH2:36][CH3:37])=[O:34])[C:8]([C:10]1[CH:30]=[CH:29][C:13]2[N:14]([CH3:28])[C:15]([CH2:17][NH:18][C:19]3[CH:24]=[CH:23][C:22]([C:25](=[NH:27])[NH2:26])=[CH:21][CH:20]=3)=[N:16][C:12]=2[CH:11]=1)=[O:9].O.C(=O)([O-])[O-].[K+].[K+].N1([C:50]([O:52][CH2:53][CH2:54][CH2:55][CH2:56][CH2:57][CH3:58])=[O:51])C=CN=C1. Product: [CH3:58][CH2:57][CH2:56][CH2:55][CH2:54][CH2:53][O:52][C:50](/[N:27]=[C:25](\[NH2:26])/[C:22]1[CH:21]=[CH:20][C:19]([NH:18][CH2:17][C:15]2[N:14]([CH3:28])[C:13]3[CH:29]=[CH:30][C:10]([C:8]([N:7]([C:2]4[CH:3]=[CH:4][CH:5]=[CH:6][N:1]=4)[CH2:31][CH2:32][C:33]([O:35][CH2:36][CH3:37])=[O:34])=[O:9])=[CH:11][C:12]=3[N:16]=2)=[CH:24][CH:23]=1)=[O:51]. The catalyst class is: 10.